Dataset: Reaction yield outcomes from USPTO patents with 853,638 reactions. Task: Predict the reaction yield, written as a fraction of the theoretical maximum amount of product (1.0 means a 100% yield; for example, 0.34 means a 34% yield). (1) The reactants are [F:1][C:2]1[CH:19]=[CH:18][C:5]2[N:6]([C:11]([O:13][C:14]([CH3:17])([CH3:16])[CH3:15])=[O:12])[C:7](=[O:10])[CH2:8][O:9][C:4]=2[CH:3]=1.CC(C[AlH]CC(C)C)C. The catalyst is C1COCC1. The product is [F:1][C:2]1[CH:19]=[CH:18][C:5]2[N:6]([C:11]([O:13][C:14]([CH3:15])([CH3:16])[CH3:17])=[O:12])[CH:7]([OH:10])[CH2:8][O:9][C:4]=2[CH:3]=1. The yield is 1.00. (2) The reactants are C(=O)([O-])[O-].[K+].[K+].C([O:10][C:11]1[C:12]([CH:52]([CH3:54])[CH3:53])=[C:13]2[C:18](=[CH:19][C:20]=1[O:21]C(=O)C)[C:17](=[O:25])[C:16]([C:26]1[C:27](=[O:49])[C:28]3[C:33]([C:34](=[O:37])[C:35]=1[CH3:36])=[C:32]([CH:38]([CH3:40])[CH3:39])[C:31]([O:41]C(=O)C)=[C:30]([O:45]C(=O)C)[CH:29]=3)=[C:15]([CH3:50])[C:14]2=[O:51])(=O)C.Cl.C(OCC)(=O)C. The catalyst is O1CCOCC1. The product is [CH3:36][C:35]1[C:26]([C:16]2[C:15]([CH3:50])=[C:14]([OH:51])[C:13]3[C:18](=[CH:19][C:20]([C:11]([C:12]=3[CH:52]([CH3:54])[CH3:53])=[O:10])=[O:21])[C:17]=2[OH:25])=[C:27]([OH:49])[C:28]2[C:33](=[C:32]([CH:38]([CH3:40])[CH3:39])[C:31]([C:30]([CH:29]=2)=[O:45])=[O:41])[C:34]=1[OH:37]. The yield is 0.980. (3) The reactants are [H-].[Na+].C(O)C.[CH:6]1([C:11]([O:13]C)=O)[CH2:10][CH2:9][CH2:8][CH2:7]1.[CH3:15][O:16][C:17]1[CH:22]=[CH:21][C:20]([C:23](=[O:25])[CH3:24])=[CH:19][CH:18]=1. The catalyst is C1COCC1. The product is [CH:6]1([C:11](=[O:13])[CH2:24][C:23]([C:20]2[CH:21]=[CH:22][C:17]([O:16][CH3:15])=[CH:18][CH:19]=2)=[O:25])[CH2:7][CH2:8][CH2:9][CH2:10]1. The yield is 0.560.